This data is from Catalyst prediction with 721,799 reactions and 888 catalyst types from USPTO. The task is: Predict which catalyst facilitates the given reaction. Reactant: [CH3:1][C:2]1[N:7]=[C:6]([C:8]([N:10]2[C@H:16]([CH2:17][OH:18])[CH2:15][C@@H:14]3[C@@H:12]([CH2:13]3)[CH2:11]2)=[O:9])[C:5]([C:19]2[N:24]=[CH:23][CH:22]=[CH:21][N:20]=2)=[CH:4][CH:3]=1.[Cl:25][C:26]1[NH:31][C:30](=O)[CH:29]=[CH:28][CH:27]=1.CN(C(/N=N/C(N(C)C)=O)=O)C.P(CCCC)(CCCC)CCCC. Product: [Cl:25][C:26]1[N:31]=[C:30]([O:18][CH2:17][C@@H:16]2[CH2:15][C@@H:14]3[C@@H:12]([CH2:13]3)[CH2:11][N:10]2[C:8]([C:6]2[C:5]([C:19]3[N:24]=[CH:23][CH:22]=[CH:21][N:20]=3)=[CH:4][CH:3]=[C:2]([CH3:1])[N:7]=2)=[O:9])[CH:29]=[CH:28][CH:27]=1. The catalyst class is: 11.